From a dataset of NCI-60 drug combinations with 297,098 pairs across 59 cell lines. Regression. Given two drug SMILES strings and cell line genomic features, predict the synergy score measuring deviation from expected non-interaction effect. Drug 1: CS(=O)(=O)CCNCC1=CC=C(O1)C2=CC3=C(C=C2)N=CN=C3NC4=CC(=C(C=C4)OCC5=CC(=CC=C5)F)Cl. Drug 2: CC(C)NC(=O)C1=CC=C(C=C1)CNNC.Cl. Cell line: NCI-H460. Synergy scores: CSS=-3.11, Synergy_ZIP=3.28, Synergy_Bliss=3.89, Synergy_Loewe=-0.468, Synergy_HSA=-1.11.